This data is from Full USPTO retrosynthesis dataset with 1.9M reactions from patents (1976-2016). The task is: Predict the reactants needed to synthesize the given product. (1) The reactants are: [C:1]1([S:7]([C:10]([CH3:22])([CH3:21])[CH2:11][CH2:12][CH2:13][N:14]2[CH2:19][CH2:18][CH2:17][CH:16]([OH:20])[CH2:15]2)(=[O:9])=[O:8])[CH:6]=[CH:5][CH:4]=[CH:3][CH:2]=1.[CH2:23](Br)[C:24]1[CH:29]=[CH:28][CH:27]=[CH:26][CH:25]=1. Given the product [C:1]1([S:7]([C:10]([CH3:22])([CH3:21])[CH2:11][CH2:12][CH2:13][N:14]2[CH2:19][CH2:18][CH2:17][CH:16]([O:20][CH2:23][C:24]3[CH:29]=[CH:28][CH:27]=[CH:26][CH:25]=3)[CH2:15]2)(=[O:8])=[O:9])[CH:2]=[CH:3][CH:4]=[CH:5][CH:6]=1, predict the reactants needed to synthesize it. (2) Given the product [CH3:1][Si:2]([CH3:4])([CH3:3])[O:6][C@@H:7]1[C@@H:12]([O:13][Si:2]([CH3:4])([CH3:3])[CH3:1])[C@H:11]([O:14][Si:2]([CH3:4])([CH3:3])[CH3:1])[C@@H:10]([CH2:15][O:16][Si:2]([CH3:4])([CH3:3])[CH3:1])[O:9][C:8]1=[O:17], predict the reactants needed to synthesize it. The reactants are: [CH3:1][Si:2](Cl)([CH3:4])[CH3:3].[OH:6][C@@H:7]1[C@@H:12]([OH:13])[C@H:11]([OH:14])[C@@H:10]([CH2:15][OH:16])[O:9][C:8]1=[O:17].CN1CCOCC1.C1(C)C=CC=CC=1. (3) Given the product [N:46]1[C:64]2[C:59](=[CH:60][CH:61]=[CH:62][CH:63]=2)[C:49]([NH:50][CH:51]([CH3:56])[CH2:52][NH:67][CH2:66][CH2:23][CH2:22][O:21][C:17]2[CH:16]=[C:15]3[C:20]([C:11]([NH:10][CH2:9][CH2:8][CH2:7][C:1]4[CH:6]=[CH:5][CH:4]=[CH:3][CH:2]=4)=[N:12][CH:13]=[N:14]3)=[CH:19][CH:18]=2)=[CH:48][CH:47]=1.[N:50]1[C:51]2[C:56](=[CH:55][CH:54]=[CH:53][CH:52]=2)[C:47]([NH:46][CH:45]([CH2:44][CH3:57])[CH2:66][NH:67][CH2:68][CH2:23][CH2:22][O:21][C:17]2[CH:16]=[C:15]3[C:20]([C:11]([NH:10][CH2:9][CH2:8][CH2:7][C:1]4[CH:6]=[CH:5][CH:4]=[CH:3][CH:2]=4)=[N:12][CH:13]=[N:14]3)=[CH:19][CH:18]=2)=[CH:48][CH:49]=1, predict the reactants needed to synthesize it. The reactants are: [C:1]1([CH2:7][CH2:8][CH2:9][NH:10][C:11]2[C:20]3[C:15](=[CH:16][C:17]([O:21][CH2:22][CH2:23]Cl)=[CH:18][CH:19]=3)[N:14]=[CH:13][N:12]=2)[CH:6]=[CH:5][CH:4]=[CH:3][CH:2]=1.C([O-])([O-])=O.[K+].[K+].[N+](C1C=CC=CC=1S(N[CH:44]([CH2:57]C)[CH2:45][NH:46][C:47]1[C:56]2[C:51](=[CH:52][CH:53]=[CH:54][CH:55]=2)[N:50]=[CH:49][CH:48]=1)(=O)=O)([O-])=O.[C:59]1(S)[CH:64]=[CH:63][CH:62]=[CH:61][CH:60]=1.[CH3:66][N:67](C=O)[CH3:68]. (4) Given the product [CH2:1]([O:8][CH2:9][C:10]1[N:32]=[C:33]([NH2:35])[N:34]=[C:12]([NH2:13])[C:11]=1[C:14]1[CH:15]=[CH:16][C:17]([N+:20]([O-:22])=[O:21])=[CH:18][CH:19]=1)[C:2]1[CH:3]=[CH:4][CH:5]=[CH:6][CH:7]=1, predict the reactants needed to synthesize it. The reactants are: [CH2:1]([O:8][CH2:9][C:10](=O)[CH:11]([C:14]1[CH:19]=[CH:18][C:17]([N+:20]([O-:22])=[O:21])=[CH:16][CH:15]=1)[C:12]#[N:13])[C:2]1[CH:7]=[CH:6][CH:5]=[CH:4][CH:3]=1.[Si](C=[N+]=[N-])(C)(C)C.Cl.[NH2:32][C:33]([NH2:35])=[NH:34].CC[O-].[Na+].NC(N)=N. (5) Given the product [CH3:42][O:41][C:36]1[CH:37]=[CH:38][CH:39]=[CH:40][C:35]=1[CH2:34][O:33][CH2:32][CH2:31][CH2:30][O:29][C:26]1[CH:27]=[CH:28][C:23]([C@H:22]2[CH2:21][CH2:20][N:19]([C:43]([O:45][C:46]([CH3:49])([CH3:47])[CH3:48])=[O:44])[CH2:18][C@@H:17]2[O:16][CH2:15][C:14]2[CH:50]=[CH:51][C:52]3[O:53][C:2](=[O:3])[NH:11][C:12]=3[CH:13]=2)=[CH:24][CH:25]=1, predict the reactants needed to synthesize it. The reactants are: Cl[C:2](OC1C=CC=CC=1)=[O:3].[NH2:11][C:12]1[CH:13]=[C:14]([CH:50]=[CH:51][C:52]=1[OH:53])[CH2:15][O:16][CH:17]1[CH:22]([C:23]2[CH:28]=[CH:27][C:26]([O:29][CH2:30][CH2:31][CH2:32][O:33][CH2:34][C:35]3[CH:40]=[CH:39][CH:38]=[CH:37][C:36]=3[O:41][CH3:42])=[CH:25][CH:24]=2)[CH2:21][CH2:20][N:19]([C:43]([O:45][C:46]([CH3:49])([CH3:48])[CH3:47])=[O:44])[CH2:18]1.C(=O)([O-])O.[Na+].[OH-].[Na+].Cl. (6) Given the product [CH3:28][NH:29][C:30]([C:32]1[C:36]2[CH:37]=[C:38]([C:15]3[CH:14]=[CH:13][C:12]([O:26][CH3:27])=[C:11]([C:9]4[O:10][C:6]5[CH:5]=[CH:4][CH:3]=[C:2]([F:1])[C:7]=5[N:8]=4)[CH:16]=3)[C:39]([N:41]([S:43]([CH3:46])(=[O:45])=[O:44])[CH3:42])=[CH:40][C:35]=2[O:34][C:33]=1[C:48]1[CH:49]=[CH:50][C:51]([F:54])=[CH:52][CH:53]=1)=[O:31], predict the reactants needed to synthesize it. The reactants are: [F:1][C:2]1[C:7]2[N:8]=[C:9]([C:11]3[CH:16]=[C:15](B4OC(C)(C)C(C)(C)O4)[CH:14]=[CH:13][C:12]=3[O:26][CH3:27])[O:10][C:6]=2[CH:5]=[CH:4][CH:3]=1.[CH3:28][NH:29][C:30]([C:32]1[C:36]2[CH:37]=[C:38](Br)[C:39]([N:41]([S:43]([CH3:46])(=[O:45])=[O:44])[CH3:42])=[CH:40][C:35]=2[O:34][C:33]=1[C:48]1[CH:53]=[CH:52][C:51]([F:54])=[CH:50][CH:49]=1)=[O:31].[O-]P([O-])([O-])=O.[K+].[K+].[K+]. (7) Given the product [CH:7]1([N:6]2[C:2]3[NH:1][C:24]([N:18]4[CH2:23][CH2:22][O:21][CH2:20][CH2:19]4)=[N:25][C:13](=[O:15])[C:3]=3[CH:4]=[N:5]2)[CH2:8][CH2:9][CH2:10][CH2:11][CH2:12]1, predict the reactants needed to synthesize it. The reactants are: [NH2:1][C:2]1[N:6]([CH:7]2[CH2:12][CH2:11][CH2:10][CH2:9][CH2:8]2)[N:5]=[CH:4][C:3]=1[C:13]([O:15]CC)=O.[N:18]1([C:24]#[N:25])[CH2:23][CH2:22][O:21][CH2:20][CH2:19]1.[H-].[Na+].Cl. (8) Given the product [N+:24]([C:21]1[CH:20]=[CH:19][CH:18]=[CH:23][N:22]=1)([O-:26])=[O:25], predict the reactants needed to synthesize it. The reactants are: CC1NN=C(C(F)(F)F)C=1.C(=O)([O-])[O-].[K+].[K+].Br[C:18]1[CH:19]=[CH:20][C:21]([N+:24]([O-:26])=[O:25])=[N:22][CH:23]=1.CC(=O)OCC.[Cl-].[Na+].O.